This data is from Reaction yield outcomes from USPTO patents with 853,638 reactions. The task is: Predict the reaction yield, written as a fraction of the theoretical maximum amount of product (1.0 means a 100% yield; for example, 0.34 means a 34% yield). (1) The reactants are [N:1]1[CH:6]=[CH:5][C:4]([CH2:7][C:8]([CH2:23][C:24]2[CH:29]=[CH:28][N:27]=[CH:26][CH:25]=2)(C(OC(C)(C)C)=O)[C:9]([O:11][C:12](C)(C)C)=[O:10])=[CH:3][CH:2]=1.Cl.C(OCC)(=O)C. The catalyst is FC(F)(F)C(O)=O. The product is [N:1]1[CH:2]=[CH:3][C:4]([CH2:7][CH:8]([CH2:23][C:24]2[CH:25]=[CH:26][N:27]=[CH:28][CH:29]=2)[C:9]([O:11][CH3:12])=[O:10])=[CH:5][CH:6]=1. The yield is 0.510. (2) The reactants are [Cl:1][C:2]1[C:7]([C:8]2[C:9](=[O:22])[N:10]([CH2:20][CH3:21])[C:11]3[C:16]([CH:17]=2)=[CH:15][N:14]=[C:13]([NH:18][CH3:19])[CH:12]=3)=[CH:6][C:5]([NH:23][C:24]([NH:26][C:27]2[CH:32]=[CH:31][CH:30]=[C:29]([CH2:33][N:34]3[CH2:39][CH2:38][N:37]([CH3:40])[CH2:36][CH2:35]3)[CH:28]=2)=[O:25])=[C:4]([F:41])[CH:3]=1.[ClH:42]. The catalyst is CC#N. The product is [ClH:1].[ClH:42].[Cl:1][C:2]1[C:7]([C:8]2[C:9](=[O:22])[N:10]([CH2:20][CH3:21])[C:11]3[C:16]([CH:17]=2)=[CH:15][N:14]=[C:13]([NH:18][CH3:19])[CH:12]=3)=[CH:6][C:5]([NH:23][C:24]([NH:26][C:27]2[CH:32]=[CH:31][CH:30]=[C:29]([CH2:33][N:34]3[CH2:35][CH2:36][N:37]([CH3:40])[CH2:38][CH2:39]3)[CH:28]=2)=[O:25])=[C:4]([F:41])[CH:3]=1. The yield is 0.910. (3) The reactants are [CH3:1][C:2]1[CH:32]=[CH:31][C:5]([C:6]([NH:8][C:9]2[CH:30]=[CH:29][C:12]([CH2:13][N:14]3[C:22]4[C:17](=[CH:18][CH:19]=[CH:20][CH:21]=4)[C:16]([CH2:23][C:24]([O:26]CC)=[O:25])=[N:15]3)=[CH:11][CH:10]=2)=[O:7])=[CH:4][N:3]=1.O.[OH-].[Li+].O.Cl. The catalyst is O1CCCC1. The product is [CH3:1][C:2]1[CH:32]=[CH:31][C:5]([C:6]([NH:8][C:9]2[CH:10]=[CH:11][C:12]([CH2:13][N:14]3[C:22]4[C:17](=[CH:18][CH:19]=[CH:20][CH:21]=4)[C:16]([CH2:23][C:24]([OH:26])=[O:25])=[N:15]3)=[CH:29][CH:30]=2)=[O:7])=[CH:4][N:3]=1. The yield is 0.954. (4) The reactants are [H-].[Na+].[CH3:3][O:4][C:5]1[CH:13]=[CH:12][CH:11]=[C:10]2[C:6]=1[CH:7]=[C:8]([C:14]([O:16][CH3:17])=[O:15])[NH:9]2.[CH3:18]I. The catalyst is CCCCCC.CN(C=O)C. The product is [CH3:3][O:4][C:5]1[CH:13]=[CH:12][CH:11]=[C:10]2[C:6]=1[CH:7]=[C:8]([C:14]([O:16][CH3:17])=[O:15])[N:9]2[CH3:18]. The yield is 0.960. (5) The reactants are [F:1][C:2]1[CH:3]=[CH:4][C:5]2[S:9][C:8]([CH2:10][N:11]3[CH2:16][CH2:15][NH:14][CH2:13][CH2:12]3)=[N:7][C:6]=2[CH:17]=1.CCN=C=NCCCN(C)C.Cl.C1C=CC2N(O)N=NC=2C=1.C(N(CC)CC)C.[N+:47]([C:50]1[CH:55]=[CH:54][C:53]([NH:56][CH:57]2[CH2:62][CH2:61][CH:60]([O:63][CH2:64][C:65](O)=[O:66])[CH2:59][CH2:58]2)=[CH:52][C:51]=1[C:68]([F:71])([F:70])[F:69])([O-:49])=[O:48]. The catalyst is ClCCl. The product is [F:1][C:2]1[CH:3]=[CH:4][C:5]2[S:9][C:8]([CH2:10][N:11]3[CH2:16][CH2:15][N:14]([C:65](=[O:66])[CH2:64][O:63][CH:60]4[CH2:61][CH2:62][CH:57]([NH:56][C:53]5[CH:54]=[CH:55][C:50]([N+:47]([O-:49])=[O:48])=[C:51]([C:68]([F:70])([F:69])[F:71])[CH:52]=5)[CH2:58][CH2:59]4)[CH2:13][CH2:12]3)=[N:7][C:6]=2[CH:17]=1. The yield is 0.530. (6) The reactants are [ClH:1].C(OCC)(=O)C.[CH2:8]([O:10][C:11]1[CH:12]=[C:13]2[C:18](=[CH:19][CH:20]=1)[C@H:17]([C:21](=[O:38])[NH:22][C:23]1[CH:28]=[C:27]([F:29])[C:26]([C:30]([CH3:36])([CH3:35])[CH2:31][O:32][CH2:33][CH3:34])=[C:25]([F:37])[CH:24]=1)[N:16](C(OC(C)(C)C)=O)[CH2:15][CH2:14]2)[CH3:9]. The catalyst is C(OCC)(=O)C. The product is [ClH:1].[CH2:8]([O:10][C:11]1[CH:12]=[C:13]2[C:18](=[CH:19][CH:20]=1)[C@H:17]([C:21]([NH:22][C:23]1[CH:28]=[C:27]([F:29])[C:26]([C:30]([CH3:35])([CH3:36])[CH2:31][O:32][CH2:33][CH3:34])=[C:25]([F:37])[CH:24]=1)=[O:38])[NH:16][CH2:15][CH2:14]2)[CH3:9]. The yield is 0.970.